Dataset: Reaction yield outcomes from USPTO patents with 853,638 reactions. Task: Predict the reaction yield, written as a fraction of the theoretical maximum amount of product (1.0 means a 100% yield; for example, 0.34 means a 34% yield). The reactants are C([O-])([O-])=O.[K+].[K+].[CH2:7]([O:9][C:10](=[O:23])[C:11]1[CH:16]=[C:15](I)[C:14]([O:18][CH2:19][CH2:20][OH:21])=[C:13]([Br:22])[CH:12]=1)[CH3:8].[CH3:24][O:25][C:26]1[CH:27]=[C:28](B(O)O)[CH:29]=[CH:30][CH:31]=1.C(Cl)Cl.B(O)O. The yield is 0.100. The catalyst is O.Cl[Pd]Cl.C1(P(C2C=CC=CC=2)[C-]2C=CC=C2)C=CC=CC=1.[C-]1(P(C2C=CC=CC=2)C2C=CC=CC=2)C=CC=C1.[Fe+2].O1CCOCC1. The product is [CH2:7]([O:9][C:10](=[O:23])[C:11]1[CH:16]=[C:15]([C:30]2[CH:29]=[CH:28][CH:27]=[C:26]([O:25][CH3:24])[CH:31]=2)[C:14]([O:18][CH2:19][CH2:20][OH:21])=[C:13]([Br:22])[CH:12]=1)[CH3:8].